From a dataset of NCI-60 drug combinations with 297,098 pairs across 59 cell lines. Regression. Given two drug SMILES strings and cell line genomic features, predict the synergy score measuring deviation from expected non-interaction effect. (1) Cell line: HS 578T. Drug 1: COC1=CC(=CC(=C1O)OC)C2C3C(COC3=O)C(C4=CC5=C(C=C24)OCO5)OC6C(C(C7C(O6)COC(O7)C8=CC=CS8)O)O. Drug 2: CC1=C(N=C(N=C1N)C(CC(=O)N)NCC(C(=O)N)N)C(=O)NC(C(C2=CN=CN2)OC3C(C(C(C(O3)CO)O)O)OC4C(C(C(C(O4)CO)O)OC(=O)N)O)C(=O)NC(C)C(C(C)C(=O)NC(C(C)O)C(=O)NCCC5=NC(=CS5)C6=NC(=CS6)C(=O)NCCC[S+](C)C)O. Synergy scores: CSS=40.0, Synergy_ZIP=0.891, Synergy_Bliss=2.10, Synergy_Loewe=6.32, Synergy_HSA=8.06. (2) Drug 1: CC1=C(C=C(C=C1)NC(=O)C2=CC=C(C=C2)CN3CCN(CC3)C)NC4=NC=CC(=N4)C5=CN=CC=C5. Drug 2: CNC(=O)C1=NC=CC(=C1)OC2=CC=C(C=C2)NC(=O)NC3=CC(=C(C=C3)Cl)C(F)(F)F. Cell line: SF-539. Synergy scores: CSS=0.914, Synergy_ZIP=-3.39, Synergy_Bliss=-7.28, Synergy_Loewe=-14.2, Synergy_HSA=-9.93. (3) Drug 1: C1CCC(CC1)NC(=O)N(CCCl)N=O. Drug 2: CS(=O)(=O)OCCCCOS(=O)(=O)C. Cell line: T-47D. Synergy scores: CSS=0.188, Synergy_ZIP=-2.40, Synergy_Bliss=-4.93, Synergy_Loewe=-14.4, Synergy_HSA=-6.62. (4) Drug 1: CN(C)C1=NC(=NC(=N1)N(C)C)N(C)C. Drug 2: CCCCC(=O)OCC(=O)C1(CC(C2=C(C1)C(=C3C(=C2O)C(=O)C4=C(C3=O)C=CC=C4OC)O)OC5CC(C(C(O5)C)O)NC(=O)C(F)(F)F)O. Cell line: RPMI-8226. Synergy scores: CSS=-8.70, Synergy_ZIP=4.27, Synergy_Bliss=1.56, Synergy_Loewe=-10.8, Synergy_HSA=-7.91. (5) Drug 1: COC1=CC(=CC(=C1O)OC)C2C3C(COC3=O)C(C4=CC5=C(C=C24)OCO5)OC6C(C(C7C(O6)COC(O7)C8=CC=CS8)O)O. Drug 2: CC(C)NC(=O)C1=CC=C(C=C1)CNNC.Cl. Cell line: CCRF-CEM. Synergy scores: CSS=62.1, Synergy_ZIP=7.42, Synergy_Bliss=8.93, Synergy_Loewe=-33.6, Synergy_HSA=6.42. (6) Drug 1: CC1=C(C(CCC1)(C)C)C=CC(=CC=CC(=CC(=O)O)C)C. Drug 2: CC1CCCC2(C(O2)CC(NC(=O)CC(C(C(=O)C(C1O)C)(C)C)O)C(=CC3=CSC(=N3)C)C)C. Cell line: A498. Synergy scores: CSS=38.6, Synergy_ZIP=1.19, Synergy_Bliss=1.63, Synergy_Loewe=-17.3, Synergy_HSA=2.17. (7) Drug 1: CN(CC1=CN=C2C(=N1)C(=NC(=N2)N)N)C3=CC=C(C=C3)C(=O)NC(CCC(=O)O)C(=O)O. Drug 2: CC1C(C(CC(O1)OC2CC(CC3=C2C(=C4C(=C3O)C(=O)C5=C(C4=O)C(=CC=C5)OC)O)(C(=O)CO)O)N)O.Cl. Cell line: T-47D. Synergy scores: CSS=43.0, Synergy_ZIP=0.913, Synergy_Bliss=0.110, Synergy_Loewe=-1.52, Synergy_HSA=1.85. (8) Drug 1: CC1OCC2C(O1)C(C(C(O2)OC3C4COC(=O)C4C(C5=CC6=C(C=C35)OCO6)C7=CC(=C(C(=C7)OC)O)OC)O)O. Drug 2: CCC1=C2CN3C(=CC4=C(C3=O)COC(=O)C4(CC)O)C2=NC5=C1C=C(C=C5)O. Cell line: MDA-MB-435. Synergy scores: CSS=28.3, Synergy_ZIP=-2.25, Synergy_Bliss=5.09, Synergy_Loewe=-16.1, Synergy_HSA=2.20.